This data is from Full USPTO retrosynthesis dataset with 1.9M reactions from patents (1976-2016). The task is: Predict the reactants needed to synthesize the given product. (1) Given the product [Br:1][C:2]1[C:10]2[C:9]([C:11]([NH:30][CH2:31][C:32]3[C:33](=[O:40])[NH:34][C:35]([CH3:39])=[CH:36][C:37]=3[CH3:38])=[O:12])=[CH:8][C:7]([C:14]3[CH:15]=[CH:16][C:17]([CH2:20][N:21]4[CH2:22][CH2:23][O:24][CH2:25][CH2:26]4)=[CH:18][CH:19]=3)=[N:6][C:5]=2[N:4]([CH:27]([CH3:29])[CH3:28])[N:3]=1, predict the reactants needed to synthesize it. The reactants are: [Br:1][C:2]1[C:10]2[C:9]([C:11](O)=[O:12])=[CH:8][C:7]([C:14]3[CH:19]=[CH:18][C:17]([CH2:20][N:21]4[CH2:26][CH2:25][O:24][CH2:23][CH2:22]4)=[CH:16][CH:15]=3)=[N:6][C:5]=2[N:4]([CH:27]([CH3:29])[CH3:28])[N:3]=1.[NH2:30][CH2:31][C:32]1[C:33](=[O:40])[NH:34][C:35]([CH3:39])=[CH:36][C:37]=1[CH3:38].C1CN([P+](ON2N=NC3C=CC=CC2=3)(N2CCCC2)N2CCCC2)CC1.F[P-](F)(F)(F)(F)F. (2) Given the product [C:1]([C:4]1[CH:18]=[CH:17][CH:16]=[CH:15][C:5]=1[O:6][C:7]1[CH:12]=[N:11][NH:10][C:9](=[O:13])[CH:8]=1)(=[O:3])[CH3:2], predict the reactants needed to synthesize it. The reactants are: [C:1]([C:4]1[CH:18]=[CH:17][CH:16]=[CH:15][C:5]=1[O:6][C:7]1[CH:12]=[N:11][NH:10][C:9](=[O:13])[C:8]=1Cl)(=[O:3])[CH3:2].C(O)=O.C([O-])=O.[NH4+]. (3) Given the product [C:40]([N:32]1[CH2:33][CH2:34][CH2:35][CH:30]([C:28]([NH:27][C:23]2[CH:24]=[CH:25][CH:26]=[C:21]([C:12]3[C:13]4[C:8](=[CH:7][C:6]([O:5][CH2:3][CH3:4])=[C:15]5[O:16][C:17]([CH3:20])([CH3:19])[CH2:18][C:14]5=4)[CH2:9][C:10]([CH3:36])([CH3:37])[N:11]=3)[CH:22]=2)=[O:29])[CH2:31]1)(=[O:42])[CH3:41], predict the reactants needed to synthesize it. The reactants are: Cl.Cl.[CH2:3]([O:5][C:6]1[CH:7]=[C:8]2[C:13](=[C:14]3[CH2:18][C:17]([CH3:20])([CH3:19])[O:16][C:15]=13)[C:12]([C:21]1[CH:22]=[C:23]([NH:27][C:28]([CH:30]3[CH2:35][CH2:34][CH2:33][NH:32][CH2:31]3)=[O:29])[CH:24]=[CH:25][CH:26]=1)=[N:11][C:10]([CH3:37])([CH3:36])[CH2:9]2)[CH3:4].[OH-].[Na+].[C:40](OC(=O)C)(=[O:42])[CH3:41].O.